Dataset: Reaction yield outcomes from USPTO patents with 853,638 reactions. Task: Predict the reaction yield, written as a fraction of the theoretical maximum amount of product (1.0 means a 100% yield; for example, 0.34 means a 34% yield). (1) The reactants are [OH:1][C:2]1[CH:3]=[C:4]([C:14]2[N:15](C(OC(C)(C)C)=O)[C:16]([C:19]3[S:20][CH:21]=[CH:22][N:23]=3)=[CH:17][CH:18]=2)[CH:5]=[C:6]([O:8][C@@H:9]([CH3:13])[CH2:10][O:11][CH3:12])[CH:7]=1.[N:31]1([C:35]([C:37]2[CH:38]=[C:39]([Cl:44])[C:40](Cl)=[N:41][CH:42]=2)=[O:36])[CH2:34][CH2:33][CH2:32]1.[H-].[Na+].[Cl-].[NH4+]. The catalyst is CS(C)=O. The product is [N:31]1([C:35]([C:37]2[CH:38]=[C:39]([Cl:44])[C:40]([O:1][C:2]3[CH:3]=[C:4]([C:14]4[NH:15][C:16]([C:19]5[S:20][CH:21]=[CH:22][N:23]=5)=[CH:17][CH:18]=4)[CH:5]=[C:6]([O:8][C@@H:9]([CH3:13])[CH2:10][O:11][CH3:12])[CH:7]=3)=[N:41][CH:42]=2)=[O:36])[CH2:34][CH2:33][CH2:32]1. The yield is 0.680. (2) The reactants are [C:1]([OH:4])(=[O:3])[CH3:2].[C:5]([C:8]1[CH:13]=[CH:12][C:11]([C:14]2[CH:19]=[CH:18][C:17](O)=[C:16]([C:21]3[NH:25][C:24]4[CH:26]=[CH:27][C:28]([C:30]([NH2:32])=[NH:31])=[CH:29][C:23]=4[N:22]=3)[CH:15]=2)=[CH:10][CH:9]=1)(=[NH:7])[NH2:6].ONC(C1C=CC2NC(C3C=C(C4C=CC(C(=N)NO)=CC=4)C=CC=3)=NC=2C=1)=N. No catalyst specified. The product is [C:1]([OH:4])(=[O:3])[CH3:2].[C:5]([C:8]1[CH:9]=[CH:10][C:11]([C:14]2[CH:19]=[CH:18][CH:17]=[C:16]([C:21]3[NH:25][C:24]4[CH:26]=[CH:27][C:28]([C:30]([NH2:32])=[NH:31])=[CH:29][C:23]=4[N:22]=3)[CH:15]=2)=[CH:12][CH:13]=1)(=[NH:6])[NH2:7]. The yield is 0.720. (3) The reactants are C[O:2][C:3](=O)[C:4]1[CH:9]=[CH:8][CH:7]=[C:6]([O:10][CH2:11][N:12]2[CH:16]=[CH:15][CH:14]=[N:13]2)[CH:5]=1.[NH3:18]. The catalyst is O. The product is [N:12]1([CH2:11][O:10][C:6]2[CH:5]=[C:4]([CH:9]=[CH:8][CH:7]=2)[C:3]([NH2:18])=[O:2])[CH:16]=[CH:15][CH:14]=[N:13]1. The yield is 0.190.